Dataset: Reaction yield outcomes from USPTO patents with 853,638 reactions. Task: Predict the reaction yield, written as a fraction of the theoretical maximum amount of product (1.0 means a 100% yield; for example, 0.34 means a 34% yield). (1) The reactants are FC(F)(F)C1C=C(NC(=O)NC2C=CC(C3SC(CCC(O)=O)=NC=3)=CC=2)C=CC=1.[C:31]1([CH3:62])[CH:36]=[CH:35][C:34]([NH:37][C:38](=[O:61])[NH:39][C:40]2[CH:45]=[CH:44][C:43]([C:46]3[S:50][C:49]([CH:51]4[CH2:56][CH2:55][CH:54]([C:57]([O:59]C)=[O:58])[CH2:53][CH2:52]4)=[N:48][CH:47]=3)=[CH:42][CH:41]=2)=[CH:33][CH:32]=1. No catalyst specified. The product is [C:31]1([CH3:62])[CH:32]=[CH:33][C:34]([NH:37][C:38](=[O:61])[NH:39][C:40]2[CH:45]=[CH:44][C:43]([C:46]3[S:50][C:49]([CH:51]4[CH2:52][CH2:53][CH:54]([C:57]([OH:59])=[O:58])[CH2:55][CH2:56]4)=[N:48][CH:47]=3)=[CH:42][CH:41]=2)=[CH:35][CH:36]=1. The yield is 0.210. (2) The reactants are [F:1][C:2]1[CH:7]=[CH:6][C:5]([C:8]2[C:9]3[C:10](=[N:27][N:28]([CH2:30][CH2:31][O:32]C4CCCCO4)[CH:29]=3)[N:11]=[C:12]([C:20]3[CH:25]=[CH:24][C:23]([F:26])=[CH:22][CH:21]=3)[C:13]=2[C:14]2[CH:19]=[CH:18][N:17]=[CH:16][CH:15]=2)=[CH:4][CH:3]=1.CC(O)=O.C1COCC1.C([O-])(O)=O.[Na+]. The catalyst is O. The product is [F:1][C:2]1[CH:7]=[CH:6][C:5]([C:8]2[C:9]3[C:10](=[N:27][N:28]([CH2:30][CH2:31][OH:32])[CH:29]=3)[N:11]=[C:12]([C:20]3[CH:25]=[CH:24][C:23]([F:26])=[CH:22][CH:21]=3)[C:13]=2[C:14]2[CH:19]=[CH:18][N:17]=[CH:16][CH:15]=2)=[CH:4][CH:3]=1. The yield is 0.870. (3) The reactants are [O:1]=[C:2]1[CH2:6][CH2:5][CH2:4][N:3]1[C:7]1[CH:15]=[C:14]([C:16]([O:18][CH3:19])=[O:17])[CH:13]=[C:12]2[C:8]=1[CH:9]=[CH:10][NH:11]2.[H-].[Na+].[CH2:22](I)[CH3:23]. The catalyst is CN(C=O)C. The product is [CH2:22]([N:11]1[C:12]2[C:8](=[C:7]([N:3]3[CH2:4][CH2:5][CH2:6][C:2]3=[O:1])[CH:15]=[C:14]([C:16]([O:18][CH3:19])=[O:17])[CH:13]=2)[CH:9]=[CH:10]1)[CH3:23]. The yield is 0.720. (4) The product is [Cl:32][C:33]1[CH:38]=[CH:37][C:36]([C:5]2[CH:4]=[C:3]([O:2][CH3:1])[CH:12]=[C:11]3[C:6]=2[CH2:7][CH:8]([C:16]2[CH:17]=[CH:18][C:19]([O:22][CH3:23])=[CH:20][CH:21]=2)[CH:9]2[CH2:15][CH2:14][CH2:13][CH:10]23)=[CH:35][CH:34]=1. The catalyst is C1C=CC([P]([Pd]([P](C2C=CC=CC=2)(C2C=CC=CC=2)C2C=CC=CC=2)([P](C2C=CC=CC=2)(C2C=CC=CC=2)C2C=CC=CC=2)[P](C2C=CC=CC=2)(C2C=CC=CC=2)C2C=CC=CC=2)(C2C=CC=CC=2)C2C=CC=CC=2)=CC=1.C1(C)C=CC=CC=1.C(O)C. The reactants are [CH3:1][O:2][C:3]1[CH:12]=[C:11]2[C:6]([CH2:7][CH:8]([C:16]3[CH:21]=[CH:20][C:19]([O:22][CH3:23])=[CH:18][CH:17]=3)[CH:9]3[CH2:15][CH2:14][CH2:13][CH:10]32)=[C:5](OS(C(F)(F)F)(=O)=O)[CH:4]=1.[Cl:32][C:33]1[CH:38]=[CH:37][C:36](B(O)O)=[CH:35][CH:34]=1.C(=O)([O-])[O-].[Na+].[Na+]. The yield is 0.310.